Dataset: Full USPTO retrosynthesis dataset with 1.9M reactions from patents (1976-2016). Task: Predict the reactants needed to synthesize the given product. (1) Given the product [CH2:1]1[C:13]2[NH:12][C:11]3[C:6](=[CH:7][CH:8]=[CH:9][CH:10]=3)[C:5]=2[CH2:4][CH2:3][N:2]1[CH2:14][C:15]([OH:17])=[O:16], predict the reactants needed to synthesize it. The reactants are: [CH2:1]1[C:13]2[NH:12][C:11]3[C:6](=[CH:7][CH:8]=[CH:9][CH:10]=3)[C:5]=2[CH2:4][CH2:3][N:2]1[CH2:14][C:15]([O:17]C(C)(C)C)=[O:16]. (2) Given the product [NH2:23][C:8]1[CH:9]=[CH:10][C:11]2[C:6](=[CH:5][CH:4]=[N:3][CH:2]=2)[N:12]=1, predict the reactants needed to synthesize it. The reactants are: Cl[C:2]1[C:11]2[C:6](=C[C:8]([NH:12]S(C3C=CC(C)=CC=3)(=O)=O)=[CH:9][CH:10]=2)[CH:5]=[CH:4][N:3]=1.[NH3:23]. (3) Given the product [CH3:1][C:2]1[CH:7]=[CH:6][N:5]=[CH:4][C:3]=1[N:8]1[CH2:12][CH2:11][N:10]([C:15]2[CH:23]=[C:22]3[C:18]([CH:19]=[CH:20][N:21]3[S:24]([C:27]3[CH:32]=[CH:31][C:30]([CH3:33])=[CH:29][CH:28]=3)(=[O:26])=[O:25])=[CH:17][CH:16]=2)[C:9]1=[O:13], predict the reactants needed to synthesize it. The reactants are: [CH3:1][C:2]1[CH:7]=[CH:6][N:5]=[CH:4][C:3]=1[N:8]1[CH2:12][CH2:11][NH:10][C:9]1=[O:13].Br[C:15]1[CH:23]=[C:22]2[C:18]([CH:19]=[CH:20][N:21]2[S:24]([C:27]2[CH:32]=[CH:31][C:30]([CH3:33])=[CH:29][CH:28]=2)(=[O:26])=[O:25])=[CH:17][CH:16]=1.N[C@@H]1CCCC[C@H]1N.P([O-])([O-])([O-])=O.[K+].[K+].[K+].